Dataset: Forward reaction prediction with 1.9M reactions from USPTO patents (1976-2016). Task: Predict the product of the given reaction. (1) Given the reactants Cl[C:2]1[CH:11]=[CH:10][C:9]2[C:4](=[CH:5][CH:6]=[C:7]([Cl:22])[C:8]=2[NH:12][C:13](=[O:21])[CH2:14][CH:15]2[CH2:20][CH2:19][CH2:18][CH2:17][CH2:16]2)[N:3]=1.[NH:23]1[CH2:27][CH2:26][C@H:25]([NH:28][CH2:29][CH2:30][C:31]#[N:32])[CH2:24]1, predict the reaction product. The product is: [Cl:22][C:7]1[C:8]([NH:12][C:13](=[O:21])[CH2:14][CH:15]2[CH2:20][CH2:19][CH2:18][CH2:17][CH2:16]2)=[C:9]2[C:4](=[CH:5][CH:6]=1)[N:3]=[C:2]([N:23]1[CH2:27][CH2:26][C@H:25]([NH:28][CH2:29][CH2:30][C:31]#[N:32])[CH2:24]1)[CH:11]=[CH:10]2. (2) Given the reactants [N:1]1[CH:6]=[CH:5][C:4]([C:7]2[N:8]=[C:9](O)[C:10]3[CH2:15][S:14][CH2:13][C:11]=3[N:12]=2)=[CH:3][CH:2]=1.O=P(Cl)(Cl)[Cl:19], predict the reaction product. The product is: [Cl:19][C:9]1[C:10]2[CH2:15][S:14][CH2:13][C:11]=2[N:12]=[C:7]([C:4]2[CH:5]=[CH:6][N:1]=[CH:2][CH:3]=2)[N:8]=1. (3) Given the reactants [Cl:1][C:2]1[CH:9]=[CH:8][CH:7]=[C:6]([F:10])[C:3]=1[CH2:4][NH2:5].C([N:14](CC)C(C)C)(C)C.C(N1C=CN=C1)(N1C=CN=C1)=O.C(N(CC)CC)C.FC1C=C(OC)C=C(F)C=1CN1[C:48]2[N:49]=[CH:50][CH:51]=[CH:52][C:47]=2[S:46](=[O:54])(=[O:53])[N:45]([C:55]2[CH:60]=[CH:59][C:58]([O:61][CH3:62])=[C:57]([O:63][CH3:64])C=2)[C:44]1=[O:65], predict the reaction product. The product is: [Cl:1][C:2]1[CH:9]=[CH:8][CH:7]=[C:6]([F:10])[C:3]=1[CH2:4][N:5]1[C:48]2[N:49]=[CH:50][CH:51]=[CH:52][C:47]=2[S:46](=[O:54])(=[O:53])[N:45]([C:55]2[CH:60]=[CH:59][C:58]([O:61][CH3:62])=[C:57]([O:63][CH3:64])[N:14]=2)[C:44]1=[O:65]. (4) The product is: [CH:5]12[NH:8][CH:1]([CH2:7][CH2:6]1)[CH2:2][CH:3]([C:9]1[CH:18]=[C:17]3[C:12]([CH:13]=[CH:14][C:15](=[O:27])[N:16]3[C:19]3[C:20]([Cl:26])=[CH:21][CH:22]=[CH:23][C:24]=3[Cl:25])=[C:11]([C:28]3[CH:33]=[CH:32][C:31]([F:34])=[CH:30][C:29]=3[Cl:35])[N:10]=1)[CH2:4]2. Given the reactants [CH:1]12[NH:8][CH:5]([CH2:6][CH2:7]1)[CH2:4][C:3]([C:9]1[CH:18]=[C:17]3[C:12]([CH:13]=[CH:14][C:15](=[O:27])[N:16]3[C:19]3[C:24]([Cl:25])=[CH:23][CH:22]=[CH:21][C:20]=3[Cl:26])=[C:11]([C:28]3[CH:33]=[CH:32][C:31]([F:34])=[CH:30][C:29]=3[Cl:35])[N:10]=1)=[CH:2]2, predict the reaction product. (5) Given the reactants [CH3:1][C:2]([CH3:30])([CH3:29])[C:3](=[O:28])[CH2:4][O:5][C:6]1[CH:11]=[CH:10][C:9]([C:12]([C:17]2[S:21][C:20]([S:22]([NH2:25])(=[O:24])=[O:23])=[C:19]([CH3:26])[CH:18]=2)([CH2:15][CH3:16])[CH2:13][CH3:14])=[CH:8][C:7]=1[CH3:27].[CH3:31][CH:32]([CH3:36])[C:33](O)=[O:34], predict the reaction product. The product is: [C:33]([NH:25][S:22]([C:20]1[S:21][C:17]([C:12]([C:9]2[CH:10]=[CH:11][C:6]([O:5][CH2:4][C:3](=[O:28])[C:2]([CH3:1])([CH3:29])[CH3:30])=[C:7]([CH3:27])[CH:8]=2)([CH2:13][CH3:14])[CH2:15][CH3:16])=[CH:18][C:19]=1[CH3:26])(=[O:24])=[O:23])(=[O:34])[CH:32]([CH3:36])[CH3:31]. (6) Given the reactants [CH2:1]([CH:3]1[N:12]2[C:7](=[CH:8][C:9](=[O:18])[C:10]([C:13]([O:15]CC)=[O:14])=[CH:11]2)[C:6]2[CH:19]=[C:20]([O:31][CH3:32])[C:21]([O:23][CH2:24][CH2:25][N:26]3[CH:30]=[CH:29][N:28]=[CH:27]3)=[CH:22][C:5]=2[CH2:4]1)[CH3:2].[OH-].[Na+].Cl, predict the reaction product. The product is: [CH2:1]([CH:3]1[N:12]2[C:7](=[CH:8][C:9](=[O:18])[C:10]([C:13]([OH:15])=[O:14])=[CH:11]2)[C:6]2[CH:19]=[C:20]([O:31][CH3:32])[C:21]([O:23][CH2:24][CH2:25][N:26]3[CH:30]=[CH:29][N:28]=[CH:27]3)=[CH:22][C:5]=2[CH2:4]1)[CH3:2].